From a dataset of Catalyst prediction with 721,799 reactions and 888 catalyst types from USPTO. Predict which catalyst facilitates the given reaction. (1) Reactant: [Si:1]([O:8][C@H:9]1[C@H:13]([CH2:14][CH3:15])[NH:12][C:11](=[O:16])[CH2:10]1)([C:4]([CH3:7])([CH3:6])[CH3:5])([CH3:3])[CH3:2].Br[C:18]1[CH:25]=[CH:24][C:21]([C:22]#[N:23])=[C:20]([Cl:26])[CH:19]=1.C(=O)([O-])[O-].[Cs+].[Cs+].C1(P(C2C=CC=CC=2)C2C3OC4C(=CC=CC=4P(C4C=CC=CC=4)C4C=CC=CC=4)C(C)(C)C=3C=CC=2)C=CC=CC=1. Product: [Si:1]([O:8][C@@H:9]1[CH2:10][C:11](=[O:16])[N:12]([C:18]2[CH:25]=[CH:24][C:21]([C:22]#[N:23])=[C:20]([Cl:26])[CH:19]=2)[C@H:13]1[CH2:14][CH3:15])([C:4]([CH3:7])([CH3:6])[CH3:5])([CH3:3])[CH3:2]. The catalyst class is: 110. (2) Reactant: [F:1][C:2]1[CH:3]=[C:4]2[C:8](=[C:9]([N+:11]([O-:13])=[O:12])[CH:10]=1)[NH:7][CH:6]=[C:5]2[CH:14]([C:19]1[CH:24]=[CH:23][C:22]([C:25]([F:28])([F:27])[F:26])=[CH:21][CH:20]=1)[CH2:15][C:16]([OH:18])=[O:17].S(Cl)(Cl)=O.[CH2:33](O)[CH3:34]. Product: [F:1][C:2]1[CH:3]=[C:4]2[C:8](=[C:9]([N+:11]([O-:13])=[O:12])[CH:10]=1)[NH:7][CH:6]=[C:5]2[CH:14]([C:19]1[CH:24]=[CH:23][C:22]([C:25]([F:26])([F:28])[F:27])=[CH:21][CH:20]=1)[CH2:15][C:16]([O:18][CH2:33][CH3:34])=[O:17]. The catalyst class is: 27. (3) Reactant: [H-].[Na+].[OH:3][CH:4]1[CH2:9][CH2:8][N:7]([C:10]([O:12][C:13]([CH3:16])([CH3:15])[CH3:14])=[O:11])[CH2:6][CH2:5]1.[CH3:17]I. Product: [CH3:17][O:3][CH:4]1[CH2:5][CH2:6][N:7]([C:10]([O:12][C:13]([CH3:16])([CH3:15])[CH3:14])=[O:11])[CH2:8][CH2:9]1. The catalyst class is: 1. (4) Reactant: [F:1][C:2]1[CH:7]=[CH:6][C:5]([C:8]2[C:13]([C:14]3[CH:15]=[C:16]4[C:20](=[C:21]([C:23]([O:25]C)=[O:24])[CH:22]=3)[NH:19][N:18]=[CH:17]4)=[CH:12][CH:11]=[CH:10][N:9]=2)=[CH:4][C:3]=1[CH3:27].[Li+].[OH-]. Product: [F:1][C:2]1[CH:7]=[CH:6][C:5]([C:8]2[C:13]([C:14]3[CH:15]=[C:16]4[C:20](=[C:21]([C:23]([OH:25])=[O:24])[CH:22]=3)[NH:19][N:18]=[CH:17]4)=[CH:12][CH:11]=[CH:10][N:9]=2)=[CH:4][C:3]=1[CH3:27]. The catalyst class is: 20. (5) Reactant: [I-:1].[Zn+2:2].[I-].[C@@H:4]12[O:10][C@@H:7]([CH2:8][CH2:9]1)[CH2:6][C@H:5]2[CH2:11]O. Product: [I-:1].[C@@H:4]12[O:10][C@@H:7]([CH2:8][CH2:9]1)[CH2:6][C@H:5]2[CH2:11][Zn+:2]. The catalyst class is: 1. (6) Reactant: [Br:1][C:2]1[CH:11]=[C:10]2[C:5]([CH:6]=[CH:7][C:8](Cl)=[N:9]2)=[CH:4][CH:3]=1.[O:13]1CCOCC1. Product: [Br:1][C:2]1[CH:11]=[C:10]2[C:5]([CH:6]=[CH:7][C:8](=[O:13])[NH:9]2)=[CH:4][CH:3]=1. The catalyst class is: 33. (7) Reactant: CS([C:5]1[N:10]=[C:9]([O:11][CH2:12][C:13]2[CH:18]=[CH:17][C:16]([F:19])=[C:15]([F:20])[CH:14]=2)[C:8]([C:21]2[CH:26]=[CH:25][C:24]([Cl:27])=[CH:23][CH:22]=2)=[C:7]([C:28]2[CH:33]=[CH:32][C:31]([Cl:34])=[CH:30][C:29]=2[Cl:35])[N:6]=1)(=O)=O.[CH2:36]([NH:38][CH2:39][CH3:40])[CH3:37]. Product: [CH2:36]([N:38]([C:5]1[N:10]=[C:9]([O:11][CH2:12][C:13]2[CH:18]=[CH:17][C:16]([F:19])=[C:15]([F:20])[CH:14]=2)[C:8]([C:21]2[CH:26]=[CH:25][C:24]([Cl:27])=[CH:23][CH:22]=2)=[C:7]([C:28]2[CH:33]=[CH:32][C:31]([Cl:34])=[CH:30][C:29]=2[Cl:35])[N:6]=1)[CH2:39][CH3:40])[CH3:37]. The catalyst class is: 1. (8) Reactant: [CH2:1]([O:3][C:4](=[O:7])[CH:5]=[O:6])C.CC1C=CC(S([CH2:18][N+:19]#[C-:20])(=O)=O)=CC=1.C([O-])([O-])=O.[K+].[K+]. The catalyst class is: 5. Product: [CH3:1][O:3][C:4]([C:5]1[O:6][CH:20]=[N:19][CH:18]=1)=[O:7].